This data is from Forward reaction prediction with 1.9M reactions from USPTO patents (1976-2016). The task is: Predict the product of the given reaction. (1) Given the reactants [CH3:1][C:2]1([CH2:5][OH:6])[CH2:4][CH2:3]1.[C:7](N1C=CN=C1)(N1C=CN=C1)=[O:8].[CH3:19][N:20]([CH2:27][C:28]1[CH:33]=[CH:32][C:31]([C:34]2[CH:39]=[CH:38][C:37]([S:40]([CH3:43])(=[O:42])=[O:41])=[CH:36][CH:35]=2)=[CH:30][N:29]=1)[CH:21]1[CH2:26][CH2:25][NH:24][CH2:23][CH2:22]1, predict the reaction product. The product is: [CH3:19][N:20]([CH2:27][C:28]1[CH:33]=[CH:32][C:31]([C:34]2[CH:39]=[CH:38][C:37]([S:40]([CH3:43])(=[O:42])=[O:41])=[CH:36][CH:35]=2)=[CH:30][N:29]=1)[CH:21]1[CH2:26][CH2:25][N:24]([C:7]([O:6][CH2:5][C:2]2([CH3:1])[CH2:4][CH2:3]2)=[O:8])[CH2:23][CH2:22]1. (2) The product is: [NH2:23][C@@H:20]1[CH2:21][CH2:22][N:18]([C:16]2[C:15]3[C:10](=[CH:11][C:12]([CH3:31])=[CH:13][CH:14]=3)[N:9]=[C:8]([C:3]3[CH:4]=[CH:5][CH:6]=[CH:7][C:2]=3[OH:1])[N:17]=2)[CH2:19]1. Given the reactants [OH:1][C:2]1[CH:7]=[CH:6][CH:5]=[CH:4][C:3]=1[C:8]1[N:17]=[C:16]([N:18]2[CH2:22][CH2:21][C@@H:20]([NH:23]C(=O)OC(C)(C)C)[CH2:19]2)[C:15]2[C:10](=[CH:11][C:12]([CH3:31])=[CH:13][CH:14]=2)[N:9]=1.FC(F)(F)C(O)=O, predict the reaction product. (3) The product is: [CH2:38]([O:37][P:36]([CH2:41][CH2:42][NH:43][CH2:24][C:23]([CH3:26])=[CH:22][CH2:21][C:4]1[C:5]([O:14][CH2:15][CH2:16][Si:17]([CH3:20])([CH3:18])[CH3:19])=[C:6]2[C:10](=[C:11]([CH3:12])[C:3]=1[O:2][CH3:1])[CH2:9][O:8][C:7]2=[O:13])(=[O:40])[O:35][CH2:33][CH3:34])[CH3:39]. Given the reactants [CH3:1][O:2][C:3]1[C:11]([CH3:12])=[C:10]2[C:6]([C:7](=[O:13])[O:8][CH2:9]2)=[C:5]([O:14][CH2:15][CH2:16][Si:17]([CH3:20])([CH3:19])[CH3:18])[C:4]=1[CH2:21][CH:22]=[C:23]([CH3:26])[CH:24]=O.C(O)(=O)C(O)=O.[CH2:33]([O:35][P:36]([CH2:41][CH2:42][NH2:43])(=[O:40])[O:37][CH2:38][CH3:39])[CH3:34].C(O[BH-](OC(=O)C)OC(=O)C)(=O)C.[Na+].C(O)(=O)C, predict the reaction product. (4) Given the reactants C[O:2][CH:3]=[C:4]1[CH2:18][CH2:17][C:7]2([C:16]3[C:11](=[CH:12][CH:13]=[CH:14][CH:15]=3)[CH:10]=[CH:9][O:8]2)[CH2:6][CH2:5]1.C1(C)C=CC(S(O)(=O)=O)=CC=1, predict the reaction product. The product is: [C:7]12([CH2:17][CH2:18][CH:4]([CH:3]=[O:2])[CH2:5][CH2:6]1)[C:16]1[C:11](=[CH:12][CH:13]=[CH:14][CH:15]=1)[CH:10]=[CH:9][O:8]2. (5) Given the reactants [CH2:1]([N:8]1[C:12]2[N:13]=[C:14]([C:23]([CH3:26])([CH3:25])[CH3:24])[N:15]=[C:16]([N:17]3[CH2:21][CH2:20][C@@H:19]([OH:22])[CH2:18]3)[C:11]=2[N:10]=[N:9]1)[C:2]1[CH:7]=[CH:6][CH:5]=[CH:4][CH:3]=1.C(N1C2N=C(C(C)(C)C)N=C(Cl)C=2N=N1)C1C=CC=CC=1.N1CCC(O)C1, predict the reaction product. The product is: [CH2:1]([N:8]1[C:12]2[N:13]=[C:14]([C:23]([CH3:26])([CH3:25])[CH3:24])[N:15]=[C:16]([N:17]3[CH2:21][CH2:20][CH:19]([OH:22])[CH2:18]3)[C:11]=2[N:10]=[N:9]1)[C:2]1[CH:7]=[CH:6][CH:5]=[CH:4][CH:3]=1.